Dataset: Full USPTO retrosynthesis dataset with 1.9M reactions from patents (1976-2016). Task: Predict the reactants needed to synthesize the given product. (1) Given the product [CH3:14][C:8]1([CH2:7][O:6][C:5]2[CH:15]=[CH:16][C:2]([B:18]3[O:22][C:21]([CH3:24])([CH3:23])[C:20]([CH3:26])([CH3:25])[O:19]3)=[C:3]([CH3:17])[CH:4]=2)[CH2:11][S:10](=[O:13])(=[O:12])[CH2:9]1, predict the reactants needed to synthesize it. The reactants are: Br[C:2]1[CH:16]=[CH:15][C:5]([O:6][CH2:7][C:8]2([CH3:14])[CH2:11][S:10](=[O:13])(=[O:12])[CH2:9]2)=[CH:4][C:3]=1[CH3:17].[B:18]1([B:18]2[O:22][C:21]([CH3:24])([CH3:23])[C:20]([CH3:26])([CH3:25])[O:19]2)[O:22][C:21]([CH3:24])([CH3:23])[C:20]([CH3:26])([CH3:25])[O:19]1.C(Cl)Cl.C([O-])([O-])=O.[Cs+].[Cs+]. (2) Given the product [OH:6][CH:5]([C:8]1[CH:13]=[CH:12][CH:11]=[CH:10][CH:9]=1)[CH2:14][S:15][C@H:16]1[C:19](=[O:20])[N:18]([C:21]2[CH:26]=[CH:25][CH:24]=[CH:23][CH:22]=2)[C@@H:17]1[C:27]1[CH:37]=[CH:36][C:30]([O:31][CH2:32][C:33]([NH:47][CH2:48][C:49]([NH:51][C@@H:52]([C:56]([OH:58])=[O:57])[CH:53]([CH3:54])[CH3:55])=[O:50])=[O:35])=[CH:29][CH:28]=1, predict the reactants needed to synthesize it. The reactants are: CC1(C)C[O:6][C:5]([CH2:14][S:15][C@H:16]2[C:19](=[O:20])[N:18]([C:21]3[CH:26]=[CH:25][CH:24]=[CH:23][CH:22]=3)[C@@H:17]2[C:27]2[CH:37]=[CH:36][C:30]([O:31][CH2:32][C:33]([OH:35])=O)=[CH:29][CH:28]=2)([C:8]2[CH:13]=[CH:12][CH:11]=[CH:10][CH:9]=2)OC1.CN1CCOCC1.Cl.[NH2:47][CH2:48][C:49]([NH:51][C@@H:52]([C:56]([O:58]C(C)(C)C)=[O:57])[CH:53]([CH3:55])[CH3:54])=[O:50].CN(C(ON1N=NC2C=CC=CC1=2)=[N+](C)C)C.[B-](F)(F)(F)F.[BH4-].[Na+]. (3) Given the product [NH2:9][C:4]1[C:3]([NH:12][C:13]2[C:21]3[O:20][CH2:19][C@@H:18]([N:22]([C:37](=[O:42])[C:38]([F:41])([F:40])[F:39])[C:23]4[CH:36]=[CH:35][C:26]5[C@H:27]([CH2:30][C:31]([O:33][CH3:34])=[O:32])[CH2:28][O:29][C:25]=5[CH:24]=4)[C:17]=3[CH:16]=[CH:15][CH:14]=2)=[C:2]([F:1])[C:7]([F:8])=[CH:6][CH:5]=1, predict the reactants needed to synthesize it. The reactants are: [F:1][C:2]1[C:7]([F:8])=[CH:6][CH:5]=[C:4]([N+:9]([O-])=O)[C:3]=1[NH:12][C:13]1[C:21]2[O:20][CH2:19][C@@H:18]([N:22]([C:37](=[O:42])[C:38]([F:41])([F:40])[F:39])[C:23]3[CH:36]=[CH:35][C:26]4[C@H:27]([CH2:30][C:31]([O:33][CH3:34])=[O:32])[CH2:28][O:29][C:25]=4[CH:24]=3)[C:17]=2[CH:16]=[CH:15][CH:14]=1. (4) The reactants are: [Br:1][C:2]1[CH:7]=[CH:6][CH:5]=[C:4]([N:8]([CH3:10])[NH2:9])[N:3]=1.O=[C:12]1[CH2:18][CH:17]2[N:19]([C:20]([O:22][CH:23]([Cl:25])[CH3:24])=[O:21])[CH:14]([CH2:15][CH2:16]2)[CH2:13]1.C1(C)C=CC(S(O)(=O)=O)=CC=1.O. Given the product [Br:1][C:2]1[N:3]=[C:4]([N:8]([CH3:10])[N:9]=[C:12]2[CH2:13][CH:14]3[N:19]([C:20]([O:22][CH:23]([Cl:25])[CH3:24])=[O:21])[CH:17]([CH2:16][CH2:15]3)[CH2:18]2)[CH:5]=[CH:6][CH:7]=1, predict the reactants needed to synthesize it. (5) Given the product [CH3:19][O:18][CH2:17][CH2:16][N:10]1[CH:11]2[CH2:15][CH2:14][CH2:13][CH:12]2[N:8]([C:5]2[N:4]=[CH:3][C:2]([C:22]#[C:21][C:23]3[CH:28]=[CH:27][CH:26]=[CH:25][CH:24]=3)=[CH:7][N:6]=2)[C:9]1=[O:20], predict the reactants needed to synthesize it. The reactants are: Br[C:2]1[CH:3]=[N:4][C:5]([N:8]2[CH:12]3[CH2:13][CH2:14][CH2:15][CH:11]3[N:10]([CH2:16][CH2:17][O:18][CH3:19])[C:9]2=[O:20])=[N:6][CH:7]=1.[C:21]([C:23]1[CH:28]=[CH:27][CH:26]=[CH:25][CH:24]=1)#[CH:22]. (6) The reactants are: [Br:1]Br.ClCCl.[C:6]1([C:12]2[C:16]([C:17]3[CH:22]=[CH:21][CH:20]=[CH:19][CH:18]=3)=[CH:15][O:14][C:13]=2[C:23]([O:25][CH3:26])=[O:24])[CH:11]=[CH:10][CH:9]=[CH:8][CH:7]=1. Given the product [Br:1][C:15]1[O:14][C:13]([C:23]([O:25][CH3:26])=[O:24])=[C:12]([C:6]2[CH:7]=[CH:8][CH:9]=[CH:10][CH:11]=2)[C:16]=1[C:17]1[CH:18]=[CH:19][CH:20]=[CH:21][CH:22]=1, predict the reactants needed to synthesize it. (7) Given the product [NH2:20][C@H:16]1[CH2:17][CH2:18][CH2:19][N:14]([C:13]2[C:12]([NH:28][C:29]([C:31]3[CH:36]=[CH:35][C:34]([F:37])=[C:33]([C:38]4[C:39]([F:49])=[CH:40][C:41]([S:45]([CH3:48])(=[O:46])=[O:47])=[CH:42][C:43]=4[F:44])[N:32]=3)=[O:30])=[CH:11][N:10]=[C:9]3[CH:5]([OH:4])[CH2:6][CH2:7][C:8]=23)[CH2:15]1, predict the reactants needed to synthesize it. The reactants are: C([O:4][CH:5]1[C:9]2=[N:10][CH:11]=[C:12]([NH:28][C:29]([C:31]3[CH:36]=[CH:35][C:34]([F:37])=[C:33]([C:38]4[C:43]([F:44])=[CH:42][C:41]([S:45]([CH3:48])(=[O:47])=[O:46])=[CH:40][C:39]=4[F:49])[N:32]=3)=[O:30])[C:13]([N:14]3[CH2:19][CH2:18][CH2:17][C@H:16]([NH:20]C(OC(C)(C)C)=O)[CH2:15]3)=[C:8]2[CH2:7][CH2:6]1)(=O)C.[OH-].[Na+].C(O)(C(F)(F)F)=O.